Dataset: Forward reaction prediction with 1.9M reactions from USPTO patents (1976-2016). Task: Predict the product of the given reaction. (1) The product is: [ClH:25].[CH3:23][C:20]1([O:19][S:16](=[O:18])(=[O:17])[NH2:15])[CH2:22][CH2:21]1. Given the reactants C(OC(=O)N[C@]1(C([NH:15][S:16]([O:19][C:20]2([CH3:23])[CH2:22][CH2:21]2)(=[O:18])=[O:17])=O)C[C@H]1C=C)(C)(C)C.[ClH:25].O1CCOCC1, predict the reaction product. (2) Given the reactants Cl[C:2]1[CH:3]=[CH:4][C:5]2[N:11]3[CH2:12][C@H:8]([CH2:9][CH2:10]3)[N:7]([C:13]([NH:15][C:16]3[CH:21]=[N:20][CH:19]=[CH:18][N:17]=3)=[O:14])[C:6]=2[N:22]=1.CC1(C)C(C)(C)OB([C:31]2[CH:32]=[CH:33][C:34]([C:37]#[N:38])=[N:35][CH:36]=2)O1.[O-]P([O-])([O-])=O.[K+].[K+].[K+].CC(C1C=C(C(C)C)C(C2C=CC=CC=2P(C2CCCCC2)C2CCCCC2)=C(C(C)C)C=1)C, predict the reaction product. The product is: [C:37]([C:34]1[N:35]=[CH:36][C:31]([C:2]2[CH:3]=[CH:4][C:5]3[N:11]4[CH2:12][C@H:8]([CH2:9][CH2:10]4)[N:7]([C:13]([NH:15][C:16]4[CH:21]=[N:20][CH:19]=[CH:18][N:17]=4)=[O:14])[C:6]=3[N:22]=2)=[CH:32][CH:33]=1)#[N:38].